From a dataset of Reaction yield outcomes from USPTO patents with 853,638 reactions. Predict the reaction yield, written as a fraction of the theoretical maximum amount of product (1.0 means a 100% yield; for example, 0.34 means a 34% yield). (1) The reactants are [Br:1][C:2]1[CH:7]=[CH:6][C:5]([CH:8]2[CH2:11][C:10](=[O:12])[C:9]2(Cl)Cl)=[C:4]([O:15][CH3:16])[CH:3]=1.[Cl-].[NH4+]. The catalyst is [Zn]. The product is [Br:1][C:2]1[CH:7]=[CH:6][C:5]([CH:8]2[CH2:9][C:10](=[O:12])[CH2:11]2)=[C:4]([O:15][CH3:16])[CH:3]=1. The yield is 0.850. (2) The reactants are [CH3:1][O:2][C:3]1[CH:9]=[CH:8][C:6]([NH2:7])=[CH:5][CH:4]=1.C(N([CH2:15][CH3:16])CC)C.[Cl-].ClC1N(C)CC[NH+]1C.[CH3:26][O:27][C:28]1[C:29](=[O:51])C=[C:31]([CH2:37][C:38]2[CH:46]=[CH:45][C:41]([C:42](O)=[O:43])=[C:40]([O:47][C:48](=[O:50])[CH3:49])[CH:39]=2)[C:32](=[O:36])[C:33]=1[O:34][CH3:35]. The catalyst is C(Cl)Cl. The product is [CH3:26][O:27][C:28]1[C:29](=[O:51])[C:15]([CH3:16])=[C:31]([CH2:37][C:38]2[CH:46]=[CH:45][C:41]([C:42]([NH:7][C:6]3[CH:8]=[CH:9][C:3]([O:2][CH3:1])=[CH:4][CH:5]=3)=[O:43])=[C:40]([O:47][C:48](=[O:50])[CH3:49])[CH:39]=2)[C:32](=[O:36])[C:33]=1[O:34][CH3:35]. The yield is 0.430. (3) The reactants are C1(P(C2C=CC=CC=2)C2C=CC=CC=2)C=CC=CC=1.[N:20]([CH2:23][C:24]1[C:25]([Cl:30])=[N:26][CH:27]=[CH:28][CH:29]=1)=[N+]=[N-].[OH-].[Na+].Cl. The catalyst is C1COCC1.[NH4+].[OH-].CCOCC. The product is [NH2:20][CH2:23][C:24]1[C:25]([Cl:30])=[N:26][CH:27]=[CH:28][CH:29]=1. The yield is 0.730. (4) The reactants are [Cl:1][C:2]1[CH:3]=[CH:4][C:5]([C:8](OC)=[O:9])=[N:6][CH:7]=1.[BH4-].[Na+]. The catalyst is CO. The product is [Cl:1][C:2]1[CH:3]=[CH:4][C:5]([CH2:8][OH:9])=[N:6][CH:7]=1. The yield is 0.990. (5) The reactants are [Br:1][C:2]1[CH:7]=[CH:6][CH:5]=[CH:4][C:3]=1[OH:8].[N+:9]([O-])([O-:11])=[O:10].[Na+]. The catalyst is S(=O)(=O)(O)O.O. The product is [Br:1][C:2]1[CH:7]=[CH:6][CH:5]=[C:4]([N+:9]([O-:11])=[O:10])[C:3]=1[OH:8]. The yield is 0.300. (6) The reactants are [CH2:1]([C:5]1[N:6]=[C:7]([CH3:27])[NH:8][C:9](=[O:26])[C:10]=1[CH2:11][C:12]1[CH:17]=[CH:16][C:15]([C:18]2[C:19]([C:24]#[N:25])=[CH:20][CH:21]=[CH:22][CH:23]=2)=[CH:14][CH:13]=1)[CH2:2][CH2:3][CH3:4].[H-].[Na+].CN(C)C=O.Br[CH2:36][CH:37]1[CH2:42][CH2:41][CH2:40][CH2:39][CH2:38]1. The catalyst is C(OCC)(=O)C. The product is [CH2:1]([C:5]1[N:6]=[C:7]([CH3:27])[N:8]([CH2:36][CH:37]2[CH2:42][CH2:41][CH2:40][CH2:39][CH2:38]2)[C:9](=[O:26])[C:10]=1[CH2:11][C:12]1[CH:17]=[CH:16][C:15]([C:18]2[C:19]([C:24]#[N:25])=[CH:20][CH:21]=[CH:22][CH:23]=2)=[CH:14][CH:13]=1)[CH2:2][CH2:3][CH3:4]. The yield is 0.300. (7) The reactants are [CH2:1]([C:3]1[CH:4]=[C:5]([C:9]#[C:10][Si](C)(C)C)[CH:6]=[CH:7][CH:8]=1)[CH3:2].C(=O)([O-])[O-].[K+].[K+]. The catalyst is CO. The product is [CH2:9]([C:5]1[CH:6]=[CH:7][CH:8]=[C:3]([C:1]#[CH:2])[CH:4]=1)[CH3:10]. The yield is 1.10.